From a dataset of Forward reaction prediction with 1.9M reactions from USPTO patents (1976-2016). Predict the product of the given reaction. (1) Given the reactants [Br:1][C:2]1[C:3]([O:14][CH3:15])=[C:4]([C:9]([CH2:12]Br)=[CH:10][CH:11]=1)[C:5]([O:7][CH3:8])=[O:6].[S:16]([O-:19])([O-:18])=[O:17].[Na+:20].[Na+], predict the reaction product. The product is: [Na+:20].[Br:1][C:2]1[CH:11]=[CH:10][C:9]([CH2:12][S:16]([O-:19])(=[O:18])=[O:17])=[C:4]([C:5]([O:7][CH3:8])=[O:6])[C:3]=1[O:14][CH3:15]. (2) The product is: [CH:1]([N:3]([CH2:12][C@@H:13]([CH2:40][CH2:41][CH2:42][CH2:43][CH3:44])[C:14]([N:16]1[C@H:20]([C:21]([NH:23][C:24]2[N:25]=[N:26][CH:27]=[CH:28][CH:29]=2)=[O:22])[CH2:19][CH2:18][NH:17]1)=[O:15])[OH:4])=[O:2]. Given the reactants [CH:1]([N:3]([CH2:12][C@@H:13]([CH2:40][CH2:41][CH2:42][CH2:43][CH3:44])[C:14]([N:16]1[C@H:20]([C:21]([NH:23][C:24]2[N:25]=[N:26][CH:27]=[CH:28][CH:29]=2)=[O:22])[CH2:19][CH2:18][N:17]1C(OCC1C=CC=CC=1)=O)=[O:15])[O:4]CC1C=CC=CC=1)=[O:2], predict the reaction product. (3) The product is: [OH:20][C@H:17]1[CH2:18][CH2:19][C@H:14]([NH:13][CH2:2][C:3]([N:5]([CH2:7][CH:8]([O:11][CH3:12])[O:9][CH3:10])[CH3:6])=[O:4])[CH2:15][CH2:16]1. Given the reactants Cl[CH2:2][C:3]([N:5]([CH2:7][CH:8]([O:11][CH3:12])[O:9][CH3:10])[CH3:6])=[O:4].[NH2:13][C@H:14]1[CH2:19][CH2:18][C@H:17]([OH:20])[CH2:16][CH2:15]1.C(=O)([O-])[O-].[Na+].[Na+].[I-].[K+], predict the reaction product. (4) Given the reactants [OH:1][CH:2]1[CH2:7][CH2:6][N:5]([C:8]([O:10][C:11]([CH3:14])([CH3:13])[CH3:12])=[O:9])[CH2:4][CH2:3]1.[F:15][C:16]1[CH:21]=[CH:20][C:19]([F:22])=[CH:18][C:17]=1O.C1(P(C2C=CC=CC=2)C2C=CC=CC=2)C=CC=CC=1.CCOC(/N=N/C(OCC)=O)=O, predict the reaction product. The product is: [F:15][C:16]1[CH:21]=[CH:20][C:19]([F:22])=[CH:18][C:17]=1[O:1][CH:2]1[CH2:3][CH2:4][N:5]([C:8]([O:10][C:11]([CH3:14])([CH3:13])[CH3:12])=[O:9])[CH2:6][CH2:7]1. (5) Given the reactants [CH:1]([N:14]1[CH2:19][CH2:18][NH:17][CH2:16][CH2:15]1)([C:8]1[CH:13]=[CH:12][CH:11]=[CH:10][CH:9]=1)[C:2]1[CH:7]=[CH:6][CH:5]=[CH:4][CH:3]=1.Cl[C:21]1[CH:22]=[CH:23][C:24]2[N:25]([C:27]([C:30]([F:33])([F:32])[F:31])=[N:28][N:29]=2)[N:26]=1, predict the reaction product. The product is: [CH:1]([N:14]1[CH2:19][CH2:18][N:17]([C:21]2[CH:22]=[CH:23][C:24]3[N:25]([C:27]([C:30]([F:31])([F:33])[F:32])=[N:28][N:29]=3)[N:26]=2)[CH2:16][CH2:15]1)([C:8]1[CH:13]=[CH:12][CH:11]=[CH:10][CH:9]=1)[C:2]1[CH:7]=[CH:6][CH:5]=[CH:4][CH:3]=1. (6) Given the reactants [OH:1][C:2]1[C:10]([CH:11]=[O:12])=[CH:9][CH:8]=[C:7]2[C:3]=1[CH2:4][CH2:5][CH2:6]2.[C:13](=O)([O-])[O-].[K+].[K+].CI.O, predict the reaction product. The product is: [CH3:13][O:1][C:2]1[C:10]([CH:11]=[O:12])=[CH:9][CH:8]=[C:7]2[C:3]=1[CH2:4][CH2:5][CH2:6]2.